This data is from Reaction yield outcomes from USPTO patents with 853,638 reactions. The task is: Predict the reaction yield, written as a fraction of the theoretical maximum amount of product (1.0 means a 100% yield; for example, 0.34 means a 34% yield). (1) The reactants are [CH3:1][O-:2].[Na+].Cl[CH:5]([Cl:10])[C:6](OC)=[O:7].[F:11][C:12]([F:22])([F:21])[C:13]1[CH:14]=[C:15]([CH:18]=[CH:19][CH:20]=1)C=O.C1C[O:26][CH2:25]C1. No catalyst specified. The product is [Cl:10][CH:5]([C:15]1[CH:18]=[CH:19][CH:20]=[C:13]([C:12]([F:11])([F:21])[F:22])[CH:14]=1)[C:6](=[O:7])[C:1]([O:26][CH3:25])=[O:2]. The yield is 0.930. (2) The catalyst is CS(C)=O. The yield is 0.310. The product is [F:5][C:6]1[CH:11]=[CH:10][C:9]([C:12]2[N:1]=[N:2][NH:3][CH:13]=2)=[CH:8][CH:7]=1. The reactants are [N-:1]=[N+:2]=[N-:3].[Na+].[F:5][C:6]1[CH:11]=[CH:10][C:9](/[CH:12]=[CH:13]/[N+]([O-])=O)=[CH:8][CH:7]=1. (3) The product is [CH2:24]1[N:23]([P:1]([O:5][CH2:6][C@H:7]2[O:11][C@@H:10]([N:12]3[C:13](=[O:14])[NH:15][C:16](=[O:17])[C:18]([I:20])=[CH:19]3)[C@H:9]([OH:21])[C@@H:8]2[OH:22])([OH:3])=[O:4])[CH2:28][CH2:27][O:26][CH2:25]1. The catalyst is CS(C)=O.CN(C=O)C. The yield is 0.990. The reactants are [P:1]([O:5][CH2:6][C@H:7]1[O:11][C@@H:10]([N:12]2[CH:19]=[C:18]([I:20])[C:16](=[O:17])[NH:15][C:13]2=[O:14])[C@H:9]([OH:21])[C@@H:8]1[OH:22])([OH:4])([OH:3])=O.[NH:23]1[CH2:28][CH2:27][O:26][CH2:25][CH2:24]1.N1C=CC=CC=1SSC1C=CC=CN=1.C1(P(C2C=CC=CC=2)C2C=CC=CC=2)C=CC=CC=1. (4) The reactants are [CH3:1][C:2]1[CH:7]=[N:6][N:5]2[C:8]([C:11]([F:14])([F:13])[F:12])=[N:9][N:10]=[C:4]2[CH:3]=1.C[OH:16]. The catalyst is ClCCl. The product is [F:13][C:11]([F:14])([F:12])[C:8]1[N:5]2[N:6]=[CH:7][C:2]([CH:1]=[O:16])=[CH:3][C:4]2=[N:10][N:9]=1. The yield is 0.780. (5) The reactants are C[O:2][C:3]([C:5]1[S:9][C:8]([N:10]2[C:14]3[CH:15]=[C:16]([O:21][CH3:22])[C:17]([O:19][CH3:20])=[CH:18][C:13]=3[N:12]=[CH:11]2)=[N:7][C:6]=1Br)=[O:4].[OH:24][C:25]1[CH:26]=[C:27](B(O)O)[CH:28]=[CH:29][CH:30]=1. No catalyst specified. The product is [CH3:20][O:19][C:17]1[C:16]([O:21][CH3:22])=[CH:15][C:14]2[N:10]([C:8]3[S:9][C:5]([C:3]([OH:2])=[O:4])=[C:6]([C:29]4[CH:28]=[CH:27][CH:26]=[C:25]([OH:24])[CH:30]=4)[N:7]=3)[CH:11]=[N:12][C:13]=2[CH:18]=1. The yield is 0.0600. (6) The reactants are C[O:2][C:3](=[O:21])[CH:4]([C:14]1[C:15]([Cl:20])=[N:16][CH:17]=[CH:18][CH:19]=1)[N:5]1[CH2:10][CH2:9][N:8]2[CH2:11][CH2:12][CH2:13][C@@H:7]2[CH2:6]1.[OH-].[K+].[OH-].[Na+]. The catalyst is C(O)C. The product is [NH4+:5].[Cl:20][C:15]1[C:14]([CH:4]([N:5]2[CH2:10][CH2:9][N:8]3[CH2:11][CH2:12][CH2:13][C@@H:7]3[CH2:6]2)[C:3]([O-:21])=[O:2])=[CH:19][CH:18]=[CH:17][N:16]=1. The yield is 0.930. (7) The reactants are Br[C:2]1[CH:3]=[C:4]([N:22]([CH2:29][CH3:30])[CH:23]2[CH2:28][CH2:27][O:26][CH2:25][CH2:24]2)[C:5]([CH3:21])=[C:6]([CH:20]=1)[C:7]([NH:9][CH2:10][C:11]1[C:12](=[O:19])[NH:13][C:14]([CH3:18])=[CH:15][C:16]=1[CH3:17])=[O:8].[O:31]1[CH2:36][CH2:35][N:34]([CH2:37][C:38]2[CH:43]=[CH:42][C:41](B3OC(C)(C)C(C)(C)O3)=[CH:40][CH:39]=2)[CH2:33][CH2:32]1.C([O-])([O-])=O.[Na+].[Na+].O1CCO[CH2:61][CH2:60]1.O. The catalyst is O.C1C=CC([P]([Pd]([P](C2C=CC=CC=2)(C2C=CC=CC=2)C2C=CC=CC=2)([P](C2C=CC=CC=2)(C2C=CC=CC=2)C2C=CC=CC=2)[P](C2C=CC=CC=2)(C2C=CC=CC=2)C2C=CC=CC=2)(C2C=CC=CC=2)C2C=CC=CC=2)=CC=1. The product is [CH2:29]([N:22]([CH:23]1[CH2:28][CH2:27][O:26][CH2:25][CH2:24]1)[C:4]1[C:5]([CH3:21])=[C:6]([C:7]([NH:9][CH2:10][C:11]2[C:12](=[O:19])[NH:13][C:14]([CH3:18])=[CH:15][C:16]=2[CH2:17][CH2:60][CH3:61])=[O:8])[CH:20]=[C:2]([C:41]2[CH:40]=[CH:39][C:38]([CH2:37][N:34]3[CH2:35][CH2:36][O:31][CH2:32][CH2:33]3)=[CH:43][CH:42]=2)[CH:3]=1)[CH3:30]. The yield is 0.700.